The task is: Predict the product of the given reaction.. This data is from Forward reaction prediction with 1.9M reactions from USPTO patents (1976-2016). (1) Given the reactants [Cl:1][C:2]1[CH:3]=[C:4]([CH2:10][NH:11][CH:12]2[CH2:17][CH2:16][N:15]([CH2:18][CH2:19][N:20]3[C:29]4[C:24](=[N:25][CH:26]=[C:27]([F:30])[CH:28]=4)[CH:23]=[CH:22][C:21]3=[O:31])[CH2:14][CH2:13]2)[CH:5]=[N:6][C:7]=1[CH2:8][OH:9].Cl, predict the reaction product. The product is: [ClH:1].[Cl:1][C:2]1[CH:3]=[C:4]([CH2:10][NH:11][CH:12]2[CH2:13][CH2:14][N:15]([CH2:18][CH2:19][N:20]3[C:29]4[C:24](=[N:25][CH:26]=[C:27]([F:30])[CH:28]=4)[CH:23]=[CH:22][C:21]3=[O:31])[CH2:16][CH2:17]2)[CH:5]=[N:6][C:7]=1[CH2:8][OH:9]. (2) Given the reactants [CH3:1][C:2]1[CH:7]=[CH:6][N:5]=[C:4]([C:8]2([C:11]#[N:12])[CH2:10][CH2:9]2)[CH:3]=1.[Mn]([O-])(=O)(=O)=[O:14].[K+].Cl.[OH2:20], predict the reaction product. The product is: [C:11]([C:8]1([C:4]2[CH:3]=[C:2]([CH:7]=[CH:6][N:5]=2)[C:1]([OH:14])=[O:20])[CH2:10][CH2:9]1)#[N:12].